The task is: Regression. Given two drug SMILES strings and cell line genomic features, predict the synergy score measuring deviation from expected non-interaction effect.. This data is from NCI-60 drug combinations with 297,098 pairs across 59 cell lines. Drug 1: C1=NC2=C(N=C(N=C2N1C3C(C(C(O3)CO)O)F)Cl)N. Drug 2: B(C(CC(C)C)NC(=O)C(CC1=CC=CC=C1)NC(=O)C2=NC=CN=C2)(O)O. Cell line: SK-MEL-28. Synergy scores: CSS=64.3, Synergy_ZIP=3.74, Synergy_Bliss=2.75, Synergy_Loewe=1.94, Synergy_HSA=4.51.